From a dataset of Full USPTO retrosynthesis dataset with 1.9M reactions from patents (1976-2016). Predict the reactants needed to synthesize the given product. (1) Given the product [CH3:14][CH:12]1[CH2:13][NH:8][CH:9]([CH2:15][CH:16]([OH:18])[CH3:17])[CH2:10][O:11]1, predict the reactants needed to synthesize it. The reactants are: C([N:8]1[CH2:13][CH:12]([CH3:14])[O:11][CH2:10][CH:9]1[CH2:15][CH:16]([OH:18])[CH3:17])C1C=CC=CC=1. (2) Given the product [Cl:8][C:5]1[CH:6]=[CH:7][C:2]([NH:12][CH:9]2[CH2:11][CH2:10]2)=[N:3][CH:4]=1, predict the reactants needed to synthesize it. The reactants are: Br[C:2]1[CH:7]=[CH:6][C:5]([Cl:8])=[CH:4][N:3]=1.[CH:9]1([NH2:12])[CH2:11][CH2:10]1.CCN(C(C)C)C(C)C. (3) Given the product [NH:12]1[C:13]2[C:18](=[CH:17][CH:16]=[CH:15][CH:14]=2)[C:10]([C:8](=[O:9])[CH:26]([NH:33][C:34]2[N:38]=[C:37]([O:39][CH3:40])[S:36][N:35]=2)[C:27]2[CH:28]=[CH:29][CH:30]=[CH:31][CH:32]=2)=[CH:11]1, predict the reactants needed to synthesize it. The reactants are: C(N(CC)CC)C.[CH:8]([C:10]1[C:18]2[C:13](=[CH:14][CH:15]=[CH:16][CH:17]=2)[N:12](C(OC(C)(C)C)=O)[CH:11]=1)=[O:9].[CH:26](=[N:33][C:34]1[N:38]=[C:37]([O:39][CH3:40])[S:36][N:35]=1)[C:27]1[CH:32]=[CH:31][CH:30]=[CH:29][CH:28]=1. (4) Given the product [O:14]1[CH2:18][CH2:17][CH:16]([CH2:19][NH:20][C:7]([C:6]2[N:2]([CH3:1])[N:3]=[C:4]([CH2:10][CH2:11][CH3:12])[CH:5]=2)=[O:9])[CH2:15]1, predict the reactants needed to synthesize it. The reactants are: [CH3:1][N:2]1[C:6]([C:7]([OH:9])=O)=[CH:5][C:4]([CH2:10][CH2:11][CH3:12])=[N:3]1.Cl.[O:14]1[CH2:18][CH2:17][CH:16]([CH2:19][NH2:20])[CH2:15]1.C(N(CC)CC)C.ON1C2C=CC=CC=2N=N1.Cl.C(N=C=NCCCN(C)C)C. (5) Given the product [F:9][C:8]([F:11])([F:10])[C:5]1[CH:4]=[CH:3][C:2]([CH:12]=[CH2:13])=[CH:7][N:6]=1, predict the reactants needed to synthesize it. The reactants are: Br[C:2]1[CH:3]=[CH:4][C:5]([C:8]([F:11])([F:10])[F:9])=[N:6][CH:7]=1.[CH:12]([Sn](CCCC)(CCCC)CCCC)=[CH2:13]. (6) Given the product [N+:1]([CH2:4][C:5](=[N:14][NH2:15])[C:7]1[CH:12]=[CH:11][CH:10]=[CH:9][CH:8]=1)([O-:3])=[O:2], predict the reactants needed to synthesize it. The reactants are: [N+:1]([CH2:4][C:5]([C:7]1[CH:12]=[CH:11][CH:10]=[CH:9][CH:8]=1)=O)([O-:3])=[O:2].O.[NH2:14][NH2:15].C(O)(=O)C.